This data is from Forward reaction prediction with 1.9M reactions from USPTO patents (1976-2016). The task is: Predict the product of the given reaction. Given the reactants [Cl:1][C:2]1[CH:3]=[C:4]([N:17]([C:28]2[CH:33]=[CH:32][C:31]([F:34])=[CH:30][C:29]=2[CH3:35])[C:18]([O:20][CH:21]([O:23][C:24](=[O:27])[CH2:25][CH3:26])[CH3:22])=[O:19])[CH:5]=[CH:6][C:7]=1[C:8](=[O:16])[C:9]1[CH:14]=[CH:13][CH:12]=[CH:11][C:10]=1[CH3:15].Cl[CH:37](OC(=O)N(C1C=CC(C(=O)C2C=CC=CC=2C)=C(Cl)C=1)C1C=CC(F)=CC=1C)[CH3:38].C1(C([O-])=O)CCC1.C([N+](CCCC)(CCCC)CCCC)CCC, predict the reaction product. The product is: [Cl:1][C:2]1[CH:3]=[C:4]([N:17]([C:28]2[CH:33]=[CH:32][C:31]([F:34])=[CH:30][C:29]=2[CH3:35])[C:18]([O:20][CH:21]([O:23][C:24]([CH:25]2[CH2:38][CH2:37][CH2:26]2)=[O:27])[CH3:22])=[O:19])[CH:5]=[CH:6][C:7]=1[C:8](=[O:16])[C:9]1[CH:14]=[CH:13][CH:12]=[CH:11][C:10]=1[CH3:15].